Dataset: Forward reaction prediction with 1.9M reactions from USPTO patents (1976-2016). Task: Predict the product of the given reaction. (1) Given the reactants [CH3:1][C:2]1([N:8]2[CH2:13][CH2:12][CH:11]([N:14]3[C@H:18]4[CH2:19][CH2:20][CH2:21][CH2:22][C@H:17]4[NH:16][C:15]3=[O:23])[CH2:10][CH2:9]2)[CH2:7][CH2:6][NH:5][CH2:4][CH2:3]1.C(N(C(C)C)CC)(C)C.Cl[C:34]([O:36][CH2:37][CH3:38])=[O:35], predict the reaction product. The product is: [O:23]=[C:15]1[N:14]([CH:11]2[CH2:12][CH2:13][N:8]([C:2]3([CH3:1])[CH2:7][CH2:6][N:5]([C:34]([O:36][CH2:37][CH3:38])=[O:35])[CH2:4][CH2:3]3)[CH2:9][CH2:10]2)[C@H:18]2[CH2:19][CH2:20][CH2:21][CH2:22][C@H:17]2[NH:16]1. (2) Given the reactants Cl[C:2]1[C:7]([CH2:8][C:9]([O:11][CH2:12]C)=[O:10])=[CH:6][N:5]=[CH:4][N:3]=1.[Na].[CH3:15][OH:16], predict the reaction product. The product is: [CH3:12][O:11][C:9](=[O:10])[CH2:8][C:7]1[C:2]([O:16][CH3:15])=[N:3][CH:4]=[N:5][CH:6]=1. (3) Given the reactants Br[C:2]1[CH:3]=[CH:4][C:5]([CH3:9])=[C:6]([CH:8]=1)[NH2:7].O.[CH:11]1(B(O)O)[CH2:13][CH2:12]1.C1(P(C2CCCCC2)C2CCCCC2)CCCCC1.O.P([O-])([O-])([O-])=O.[K+].[K+].[K+], predict the reaction product. The product is: [CH:11]1([C:2]2[CH:3]=[CH:4][C:5]([CH3:9])=[C:6]([CH:8]=2)[NH2:7])[CH2:13][CH2:12]1. (4) The product is: [Cl:5][C:6]1[C:7]([CH2:21][C:22](=[O:29])[N:23]2[CH2:28][CH2:27][CH2:26][CH2:25][CH2:24]2)=[C:8]([C:14]([OH:19])=[CH:15][C:16]=1[OH:17])[C:9]([N:11]([CH3:13])[CH3:12])=[O:10]. Given the reactants B(Br)(Br)Br.[Cl:5][C:6]1[C:7]([CH2:21][C:22](=[O:29])[N:23]2[CH2:28][CH2:27][CH2:26][CH2:25][CH2:24]2)=[C:8]([C:14]([O:19]C)=[CH:15][C:16]=1[O:17]C)[C:9]([N:11]([CH3:13])[CH3:12])=[O:10].C([O-])([O-])=O.[Na+].[Na+].CCOC(C)=O, predict the reaction product. (5) Given the reactants Cl[C:2]1[C:11]2[C:6](=[CH:7][CH:8]=[CH:9][CH:10]=2)[N:5]=[CH:4][C:3]=1[N:12]=[CH:13][N:14](C)C.Cl.[CH:18]([O:21]N)([CH3:20])[CH3:19].C(N(CC)CC)C.C1(C)C=CC=CC=1, predict the reaction product. The product is: [CH:18]([O:21][N:14]1[C:2]2[C:11]3[CH:10]=[CH:9][CH:8]=[CH:7][C:6]=3[N:5]=[CH:4][C:3]=2[N:12]=[CH:13]1)([CH3:20])[CH3:19].